Dataset: Full USPTO retrosynthesis dataset with 1.9M reactions from patents (1976-2016). Task: Predict the reactants needed to synthesize the given product. (1) The reactants are: BrC1[C:3]2[N:4](C=C(C3C=CC(C[C@H](NC(=O)OC(C)(C)C)CN4C(=O)C5C(=CC=CC=5)C4=O)=CC=3)N=2)C=CC=1.Cl.C(N(C(C)C)CC)(C)C.Cl[C:50]1[CH:51]=[C:52]([CH:67]=[CH:68][C:69]=1[O:70][CH:71]([CH3:73])[CH3:72])[C:53]([O:55][C:56]1C(F)=C(F)C(F)=C(F)C=1F)=[O:54]. Given the product [C:3]([C:50]1[CH:51]=[C:52]([CH:67]=[CH:68][C:69]=1[O:70][CH:71]([CH3:72])[CH3:73])[C:53]([O:55][CH3:56])=[O:54])#[N:4], predict the reactants needed to synthesize it. (2) Given the product [CH3:1][O:2][C:3]([CH:5]1[CH2:14][C:13]2[CH:12]=[C:11]3[O:15][CH2:16][C@H:17]([C:20]4[CH:25]=[CH:24][C:23]([O:26][CH2:27][C:28]5[CH:33]=[CH:32][C:31]([Cl:34])=[C:30]([Cl:35])[CH:29]=5)=[CH:22][CH:21]=4)[O:18][C:10]3=[CH:9][C:8]=2[CH2:7][N:6]1[C:36]([O:38][C:39]([CH3:42])([CH3:41])[CH3:40])=[O:37])=[O:4], predict the reactants needed to synthesize it. The reactants are: [CH3:1][O:2][C:3]([CH:5]1[CH2:14][C:13]2[CH:12]=[C:11]3[O:15][CH2:16][C@@:17]([C:20]4[CH:25]=[CH:24][C:23]([O:26][CH2:27][C:28]5[CH:33]=[CH:32][C:31]([Cl:34])=[C:30]([Cl:35])[CH:29]=5)=[CH:22][CH:21]=4)(O)[O:18][C:10]3=[CH:9][C:8]=2[CH2:7][N:6]1[C:36]([O:38][C:39]([CH3:42])([CH3:41])[CH3:40])=[O:37])=[O:4].C(O)(C(F)(F)F)=O.C([SiH](CC)CC)C.C(OC(OC(C)(C)C)=O)(OC(C)(C)C)=O.C(=O)(O)[O-].[Na+].Cl.